The task is: Predict the product of the given reaction.. This data is from Forward reaction prediction with 1.9M reactions from USPTO patents (1976-2016). (1) Given the reactants [F:1][C:2]([CH3:29])([CH3:28])[CH2:3][N:4]1[CH2:9][CH2:8][CH:7]([CH2:10][O:11][C:12]2[CH:17]=[CH:16][C:15]([C:18]3[CH:23]=[CH:22][C:21]([C:24]([O:26]C)=[O:25])=[CH:20][CH:19]=3)=[CH:14][CH:13]=2)[CH2:6][CH2:5]1.CO.O.[Li+].[OH-], predict the reaction product. The product is: [F:1][C:2]([CH3:29])([CH3:28])[CH2:3][N:4]1[CH2:9][CH2:8][CH:7]([CH2:10][O:11][C:12]2[CH:17]=[CH:16][C:15]([C:18]3[CH:19]=[CH:20][C:21]([C:24]([OH:26])=[O:25])=[CH:22][CH:23]=3)=[CH:14][CH:13]=2)[CH2:6][CH2:5]1. (2) Given the reactants [CH:1]1([C:4]2[CH:9]=[CH:8][C:7]([CH:10]3[N:14]([CH2:15][CH2:16][C:17]4[CH:22]=[CH:21][C:20]([O:23][CH3:24])=[CH:19][CH:18]=4)[C:13](=[O:25])[C:12]4([CH2:30][CH2:29][NH:28][CH2:27][CH2:26]4)[N:11]3[CH3:31])=[CH:6][CH:5]=2)[CH2:3][CH2:2]1.C(O)(C(F)(F)F)=O.C(N(CC)CC)C.[CH:46]1([C:49](Cl)=[O:50])[CH2:48][CH2:47]1, predict the reaction product. The product is: [CH:46]1([C:49]([N:28]2[CH2:27][CH2:26][C:12]3([N:11]([CH3:31])[CH:10]([C:7]4[CH:8]=[CH:9][C:4]([CH:1]5[CH2:3][CH2:2]5)=[CH:5][CH:6]=4)[N:14]([CH2:15][CH2:16][C:17]4[CH:22]=[CH:21][C:20]([O:23][CH3:24])=[CH:19][CH:18]=4)[C:13]3=[O:25])[CH2:30][CH2:29]2)=[O:50])[CH2:48][CH2:47]1. (3) The product is: [NH2:1][C:2]1[N:6]([C:7]2[CH:8]=[CH:9][C:10]([F:13])=[CH:11][CH:12]=2)[N:5]=[CH:4][C:3]=1[C:14]([NH:50][CH2:51][C:52]([CH2:58][NH2:59])([OH:57])[C:53]([F:56])([F:55])[F:54])=[O:16]. Given the reactants [NH2:1][C:2]1[N:6]([C:7]2[CH:12]=[CH:11][C:10]([F:13])=[CH:9][CH:8]=2)[N:5]=[CH:4][C:3]=1[C:14]([OH:16])=O.C(N(C(C)C)CC)(C)C.F[P-](F)(F)(F)(F)F.N1(OC(N(C)C)=[N+](C)C)C2N=CC=CC=2N=N1.[NH2:50][CH2:51][C:52]([CH2:58][NH2:59])([OH:57])[C:53]([F:56])([F:55])[F:54], predict the reaction product. (4) Given the reactants [NH2:1][C@H:2]([C:11]([OH:13])=[O:12])[CH2:3][C:4](=[O:10])[O:5][C:6]([CH3:9])([CH3:8])[CH3:7].C[Si](C([Si](C)(C)C)C(N)=O)(C)C.CN1CCOCC1.C(OC(Cl)=O)C(C)C.Cl.[NH2:42][C@H:43]([C:47]([NH:49][C@H:50]([C:52](O)=[O:53])[CH3:51])=[O:48])[CH:44]([CH3:46])[CH3:45], predict the reaction product. The product is: [NH2:42][C@H:43]([C:47]([NH:49][C@H:50]([C:52]([NH:1][C@H:2]([C:11]([OH:13])=[O:12])[CH2:3][C:4](=[O:10])[O:5][C:6]([CH3:9])([CH3:7])[CH3:8])=[O:53])[CH3:51])=[O:48])[CH:44]([CH3:45])[CH3:46]. (5) Given the reactants Cl.[NH2:2][CH2:3][C:4]1([CH3:23])[CH2:8][CH2:7][N:6]([CH2:9][C@@H:10]([C:12]2[CH:21]=[CH:20][C:15]3[C:16](=[O:19])[O:17][CH2:18][C:14]=3[C:13]=2[CH3:22])[OH:11])[CH2:5]1.[CH3:24][C:25]1[C:33]2[CH2:32][O:31][C:30](=[O:34])[C:29]=2[CH:28]=[CH:27][C:26]=1[C@@H:35]1[CH2:37][O:36]1, predict the reaction product. The product is: [OH:11][C@H:10]([C:12]1[CH:21]=[CH:20][C:15]2[C:16](=[O:19])[O:17][CH2:18][C:14]=2[C:13]=1[CH3:22])[CH2:9][N:6]1[CH2:7][CH2:8][C:4]([CH2:3][NH:2][CH2:37][C@H:35]([OH:36])[C:26]2[CH:27]=[CH:28][C:29]3[C:30](=[O:34])[O:31][CH2:32][C:33]=3[C:25]=2[CH3:24])([CH3:23])[CH2:5]1. (6) The product is: [CH:2]1([N:1]2[C:12]3[CH:11]=[CH:10][C:4]([C:5]([OH:7])=[O:6])=[CH:3][C:2]=3[N:1]=[C:31]2[C:28]2[CH:29]=[CH:30][O:26][CH:27]=2)[CH2:3][CH2:4][CH2:10][CH2:11][CH2:12]1. Given the reactants [NH2:1][C:2]1[CH:3]=[C:4]([CH:10]=[CH:11][C:12]=1C1(N)CCCCC1)[C:5]([O:7]CC)=[O:6].OOS([O-])=O.[K+].[O:26]1[CH:30]=[CH:29][C:28]([CH:31]=O)=[CH:27]1.[OH-].[Na+], predict the reaction product. (7) Given the reactants [C:1]([O:5][C:6]([NH:8][CH:9]1[CH2:14][CH2:13][N:12]([CH2:15][C:16]2[CH:21]=[CH:20][C:19](B(O)O)=[CH:18][CH:17]=2)[CH2:11][CH2:10]1)=[O:7])([CH3:4])([CH3:3])[CH3:2].[OH:25][C:26]1[N:31]=[CH:30][C:29]([C:32]([O:34][CH2:35][CH3:36])=[O:33])=[CH:28][CH:27]=1.N1C=CC=CC=1, predict the reaction product. The product is: [C:1]([O:5][C:6]([NH:8][CH:9]1[CH2:14][CH2:13][N:12]([CH2:15][C:16]2[CH:21]=[CH:20][C:19]([N:31]3[C:26](=[O:25])[CH:27]=[CH:28][C:29]([C:32]([O:34][CH2:35][CH3:36])=[O:33])=[CH:30]3)=[CH:18][CH:17]=2)[CH2:11][CH2:10]1)=[O:7])([CH3:4])([CH3:3])[CH3:2]. (8) Given the reactants [OH:1][C:2]1[CH:3]=[C:4]([CH:28]=[CH:29][CH:30]=1)[CH2:5][NH:6][C:7]1[CH:12]=[CH:11][C:10]([O:13][CH2:14][C:15]#[CH:16])=[CH:9][C:8]=1[C:17]([C:19]1[CH:24]=[CH:23][C:22]([CH:25]([CH3:27])[CH3:26])=[CH:21][CH:20]=1)=O.[O-:31][C:32]#[N:33].[Na+], predict the reaction product. The product is: [OH:1][C:2]1[CH:3]=[C:4]([CH:28]=[CH:29][CH:30]=1)[CH2:5][N:6]1[C:7]2[C:8](=[CH:9][C:10]([O:13][CH2:14][C:15]#[CH:16])=[CH:11][CH:12]=2)[C:17]([C:19]2[CH:24]=[CH:23][C:22]([CH:25]([CH3:27])[CH3:26])=[CH:21][CH:20]=2)=[N:33][C:32]1=[O:31]. (9) Given the reactants [CH:1]1([CH2:4][N:5]2[CH2:23][CH2:22][C@:12]34[C:13]5[C:14]6[O:21][C@H:11]3[C@H:10]([N:24]([CH3:34])[C:25](=[O:33])/[CH:26]=[CH:27]/[C:28]3[CH:32]=[CH:31][O:30][CH:29]=3)[CH2:9][CH2:8][C@@:7]4([OH:35])[C@H:6]2[CH2:19][C:18]=5[CH:17]=[CH:16][C:15]=6[OH:20])[CH2:3][CH2:2]1.O.O.[C:38]([OH:43])(=[O:42])[C:39]([OH:41])=[O:40], predict the reaction product. The product is: [C:38]([OH:43])(=[O:42])[C:39]([OH:41])=[O:40].[C:38]([OH:43])(=[O:42])[C:39]([OH:41])=[O:40].[CH:1]1([CH2:4][N:5]2[CH2:23][CH2:22][C@:12]34[C:13]5[C:14]6[O:21][C@H:11]3[C@H:10]([N:24]([CH3:34])[C:25](=[O:33])/[CH:26]=[CH:27]/[C:28]3[CH:32]=[CH:31][O:30][CH:29]=3)[CH2:9][CH2:8][C@@:7]4([OH:35])[C@H:6]2[CH2:19][C:18]=5[CH:17]=[CH:16][C:15]=6[OH:20])[CH2:2][CH2:3]1. (10) Given the reactants Cl.[NH2:2][C:3]1[N:11]=[CH:10][N:9]=[C:8]2[C:4]=1[N:5]=[CH:6][N:7]2[C:12]1[CH:17]=[CH:16][C:15]([NH:18][C:19]([NH:21][C:22]2[CH:27]=[CH:26][C:25]([Cl:28])=[C:24]([C:29]([F:32])([F:31])[F:30])[CH:23]=2)=[O:20])=[CH:14][CH:13]=1.C(OC([N:40]1[CH2:47][CH2:46][CH2:45][C@H:41]1[C:42](O)=[O:43])=O)(C)(C)C, predict the reaction product. The product is: [ClH:28].[Cl:28][C:25]1[CH:26]=[CH:27][C:22]([NH:21][C:19](=[O:20])[NH:18][C:15]2[CH:14]=[CH:13][C:12]([N:7]3[CH:6]=[N:5][C:4]4[C:8]3=[N:9][CH:10]=[N:11][C:3]=4[NH:2][C:42]([C@@H:41]3[CH2:45][CH2:46][CH2:47][NH:40]3)=[O:43])=[CH:17][CH:16]=2)=[CH:23][C:24]=1[C:29]([F:31])([F:32])[F:30].